Task: Regression/Classification. Given a drug SMILES string, predict its absorption, distribution, metabolism, or excretion properties. Task type varies by dataset: regression for continuous measurements (e.g., permeability, clearance, half-life) or binary classification for categorical outcomes (e.g., BBB penetration, CYP inhibition). Dataset: cyp2c9_veith.. Dataset: CYP2C9 inhibition data for predicting drug metabolism from PubChem BioAssay (1) The molecule is O=[As]c1ccc(S(=O)(=O)NCCO)cc1. The result is 0 (non-inhibitor). (2) The compound is Cc1cnc(CNc2nc(-c3ccc(N(C)C)cc3)nc3ccccc23)cn1. The result is 0 (non-inhibitor).